Dataset: Forward reaction prediction with 1.9M reactions from USPTO patents (1976-2016). Task: Predict the product of the given reaction. The product is: [F:10][C:8]1[CH:7]=[C:4]([CH:3]=[C:2]([C:16]2[CH:17]=[N:18][C:13]([C:12]([F:23])([F:22])[F:11])=[CH:14][CH:15]=2)[CH:9]=1)[C:5]#[N:6]. Given the reactants Br[C:2]1[CH:3]=[C:4]([CH:7]=[C:8]([F:10])[CH:9]=1)[C:5]#[N:6].[F:11][C:12]([F:23])([F:22])[C:13]1[N:18]=[CH:17][C:16](B(O)O)=[CH:15][CH:14]=1.C(=O)([O-])[O-].[K+].[K+], predict the reaction product.